This data is from Peptide-MHC class I binding affinity with 185,985 pairs from IEDB/IMGT. The task is: Regression. Given a peptide amino acid sequence and an MHC pseudo amino acid sequence, predict their binding affinity value. This is MHC class I binding data. (1) The peptide sequence is KIYTLIYRQL. The MHC is HLA-A02:03 with pseudo-sequence HLA-A02:03. The binding affinity (normalized) is 0.359. (2) The peptide sequence is QRWGGTCHI. The MHC is HLA-A24:02 with pseudo-sequence HLA-A24:02. The binding affinity (normalized) is 0.0133. (3) The peptide sequence is CARRRLRTL. The MHC is HLA-B48:01 with pseudo-sequence HLA-B48:01. The binding affinity (normalized) is 0.0847.